From a dataset of Forward reaction prediction with 1.9M reactions from USPTO patents (1976-2016). Predict the product of the given reaction. (1) Given the reactants C1(C)C(C)=CC=CC=1.[CH2:9]([OH:19])[C:10]1[CH:18]=[CH:17][C:16]2[O:15][CH2:14][O:13][C:12]=2[CH:11]=1.OO.[OH-].[Na+], predict the reaction product. The product is: [CH:18]1[C:10]([CH:9]=[O:19])=[CH:11][C:12]2[O:13][CH2:14][O:15][C:16]=2[CH:17]=1. (2) Given the reactants [C:1]1([C:7]2[C:8]([C:12]([OH:14])=O)=[CH:9][NH:10][CH:11]=2)[CH:6]=[CH:5][CH:4]=[CH:3][CH:2]=1.[Cl:15][C:16]1[CH:17]=[C:18]([N:22]2[CH2:27][CH2:26][NH:25][CH2:24][CH2:23]2)[CH:19]=[CH:20][CH:21]=1.Cl.CN(C)CCCN=C=NCC.O.ON1C2C=CC=CC=2N=N1, predict the reaction product. The product is: [Cl:15][C:16]1[CH:17]=[C:18]([N:22]2[CH2:27][CH2:26][N:25]([C:12]([C:8]3[C:7]([C:1]4[CH:2]=[CH:3][CH:4]=[CH:5][CH:6]=4)=[CH:11][NH:10][CH:9]=3)=[O:14])[CH2:24][CH2:23]2)[CH:19]=[CH:20][CH:21]=1. (3) Given the reactants [N:1]([C:4]([CH3:9])([CH3:8])[CH2:5][CH2:6][OH:7])=[N+:2]=[N-:3].CCN(C(C)C)C(C)C.[CH3:19][S:20](Cl)(=[O:22])=[O:21], predict the reaction product. The product is: [CH3:19][S:20]([O:7][CH2:6][CH2:5][C:4]([N:1]=[N+:2]=[N-:3])([CH3:9])[CH3:8])(=[O:22])=[O:21]. (4) The product is: [NH2:25][C:21]1[C:20]([C:16]2[N:17]([CH2:18][CH3:19])[C:11]3[CH:10]=[C:9]([O:8][C:4]4[CH:3]=[C:2]([NH:1][C:39](=[O:40])[C:38]5[CH:42]=[CH:43][C:35]([O:34][CH3:33])=[CH:36][CH:37]=5)[CH:7]=[CH:6][CH:5]=4)[N:14]=[CH:13][C:12]=3[N:15]=2)=[N:24][O:23][N:22]=1. Given the reactants [NH2:1][C:2]1[CH:3]=[C:4]([O:8][C:9]2[N:14]=[CH:13][C:12]3[N:15]=[C:16]([C:20]4[C:21]([NH2:25])=[N:22][O:23][N:24]=4)[N:17]([CH2:18][CH3:19])[C:11]=3[CH:10]=2)[CH:5]=[CH:6][CH:7]=1.C(N(CC)CC)C.[CH3:33][O:34][C:35]1[CH:43]=[CH:42][C:38]([C:39](Cl)=[O:40])=[CH:37][CH:36]=1, predict the reaction product. (5) The product is: [N:24]([CH:11]([C:10]([C:7]1[CH:6]=[CH:5][C:4]([Br:3])=[CH:9][CH:8]=1)=[O:23])[CH2:12][C:13]([O:15][CH2:16][C:17]1[CH:18]=[CH:19][CH:20]=[CH:21][CH:22]=1)=[O:14])=[N+:25]=[N-:26]. Given the reactants BrBr.[Br:3][C:4]1[CH:9]=[CH:8][C:7]([C:10](=[O:23])[CH2:11][CH2:12][C:13]([O:15][CH2:16][C:17]2[CH:22]=[CH:21][CH:20]=[CH:19][CH:18]=2)=[O:14])=[CH:6][CH:5]=1.[N-:24]=[N+:25]=[N-:26].[Na+], predict the reaction product. (6) Given the reactants [CH:1]12[O:6][CH:5]1[CH2:4][N:3]([C:7]([O:9][CH2:10][C:11]1[CH:16]=[CH:15][CH:14]=[CH:13][CH:12]=1)=[O:8])[CH2:2]2.[N-:17]=[N+:18]=[N-:19].[Na+], predict the reaction product. The product is: [N:17]([CH:1]1[CH:5]([OH:6])[CH2:4][N:3]([C:7]([O:9][CH2:10][C:11]2[CH:16]=[CH:15][CH:14]=[CH:13][CH:12]=2)=[O:8])[CH2:2]1)=[N+:18]=[N-:19]. (7) Given the reactants [NH2:1][C:2]1[N:11]=[C:10]([C:12]([N:14]2[CH2:22][C:21]3[C:16](=[CH:17][CH:18]=[CH:19][CH:20]=3)[CH2:15]2)=[O:13])[C:9]2[C:4](=[CH:5][CH:6]=[C:7]([C:23]3([C:26]([O:28]CC)=[O:27])[CH2:25][CH2:24]3)[CH:8]=2)[N:3]=1.[OH-].[Na+], predict the reaction product. The product is: [NH2:1][C:2]1[N:11]=[C:10]([C:12]([N:14]2[CH2:15][C:16]3[C:21](=[CH:20][CH:19]=[CH:18][CH:17]=3)[CH2:22]2)=[O:13])[C:9]2[C:4](=[CH:5][CH:6]=[C:7]([C:23]3([C:26]([OH:28])=[O:27])[CH2:24][CH2:25]3)[CH:8]=2)[N:3]=1. (8) Given the reactants [Cl:1][C:2]1[N:7]=[N:6][C:5]([NH:8][CH3:9])=[C:4]([NH:10][C:11]([C:13]2[C:18]([S:19][CH2:20][CH3:21])=[CH:17][C:16]([C:22]([F:25])([F:24])[F:23])=[CH:15][N:14]=2)=O)[CH:3]=1.O.C1(C)C=CC(S(O)(=O)=O)=CC=1, predict the reaction product. The product is: [Cl:1][C:2]1[N:7]=[N:6][C:5]2[N:8]([CH3:9])[C:11]([C:13]3[C:18]([S:19][CH2:20][CH3:21])=[CH:17][C:16]([C:22]([F:25])([F:24])[F:23])=[CH:15][N:14]=3)=[N:10][C:4]=2[CH:3]=1.